This data is from Catalyst prediction with 721,799 reactions and 888 catalyst types from USPTO. The task is: Predict which catalyst facilitates the given reaction. (1) Reactant: [H-].[Na+].[Br:3][C:4]1[CH:5]=[C:6]([CH:16]=[CH:17][CH:18]=1)[CH2:7][NH:8][C:9](=[O:15])[O:10][C:11]([CH3:14])([CH3:13])[CH3:12].I[CH3:20]. Product: [Br:3][C:4]1[CH:5]=[C:6]([CH:16]=[CH:17][CH:18]=1)[CH2:7][N:8]([CH3:20])[C:9](=[O:15])[O:10][C:11]([CH3:14])([CH3:13])[CH3:12]. The catalyst class is: 35. (2) Reactant: Cl.[OH:2][C:3]1[CH:4]=[C:5]([CH2:10][CH2:11][NH2:12])[CH:6]=[CH:7][C:8]=1[OH:9].C(N(CC)CC)C.[CH2:20]([N:26]=[C:27]=[O:28])[CH2:21][CH2:22][CH2:23][CH2:24][CH3:25]. Product: [OH:2][C:3]1[CH:4]=[C:5]([CH2:10][CH2:11][NH:12][C:27]([NH:26][CH2:20][CH2:21][CH2:22][CH2:23][CH2:24][CH3:25])=[O:28])[CH:6]=[CH:7][C:8]=1[OH:9]. The catalyst class is: 22.